The task is: Regression/Classification. Given a drug SMILES string, predict its toxicity properties. Task type varies by dataset: regression for continuous values (e.g., LD50, hERG inhibition percentage) or binary classification for toxic/non-toxic outcomes (e.g., AMES mutagenicity, cardiotoxicity, hepatotoxicity). Dataset: herg_karim.. This data is from hERG potassium channel inhibition data for cardiac toxicity prediction from Karim et al.. (1) The molecule is COc1ccc(-c2ccc3c(N4CCOC[C@H]4C)nc(-n4ccnc4)nc3n2)cc1CO. The result is 0 (non-blocker). (2) The drug is CCOC[C@H](Oc1ncnc2c1cnn2-c1ncccc1Cl)C(=O)Nc1ccc(Cl)cn1. The result is 0 (non-blocker). (3) The molecule is CN1CCN(CCCN(C(=O)Nc2ccc(F)c(C(F)(F)F)c2)[C@@H]2CC[C@]3(c4ccc5c(N)noc5c4)CC23)CC1. The result is 1 (blocker). (4) The compound is Cc1cc(-c2nc(-c3ccc4cc(CCN5CCC[C@H]5C)ccc4n3)cs2)no1. The result is 1 (blocker). (5) The compound is Cc1cc(-c2nnc(SCCCN3CC[C@]4(C[C@@H]4c4ccc(C(F)(F)F)cc4)C3)n2C)on1. The result is 1 (blocker). (6) The drug is O=S(=O)(c1ccc(F)cc1)c1ccc(CCc2ccc(F)cc2)nc1. The result is 1 (blocker). (7) The drug is O=C(CC1CCN(Cc2ccn(-c3ccc(C(F)(F)F)cc3)c2)CC1)NC(c1ccc(F)cc1)c1c[nH]c(=O)c(Cl)c1. The result is 0 (non-blocker).